Dataset: Forward reaction prediction with 1.9M reactions from USPTO patents (1976-2016). Task: Predict the product of the given reaction. (1) Given the reactants [Br:1][C:2]1[CH:7]=[CH:6][C:5]([F:8])=[CH:4][C:3]=1[OH:9].[C:10](=O)([O-])[O-].[K+].[K+].S(OC)(OC)(=O)=O, predict the reaction product. The product is: [Br:1][C:2]1[CH:7]=[CH:6][C:5]([F:8])=[CH:4][C:3]=1[O:9][CH3:10]. (2) Given the reactants [CH3:1][C:2]1([C:8]([OH:10])=O)[CH2:7][CH2:6][CH2:5][CH2:4][CH2:3]1.CN(C(ON1N=NC2C=CC=NC1=2)=[N+](C)C)C.F[P-](F)(F)(F)(F)F.C(N(CC)CC)C.[N:42]1[C:43]([C:51]([O:53][CH2:54][CH3:55])=[O:52])=[CH:44][N:45]2[CH2:50][CH2:49][NH:48][CH2:47][C:46]=12, predict the reaction product. The product is: [CH3:1][C:2]1([C:8]([N:48]2[CH2:49][CH2:50][N:45]3[CH:44]=[C:43]([C:51]([O:53][CH2:54][CH3:55])=[O:52])[N:42]=[C:46]3[CH2:47]2)=[O:10])[CH2:3][CH2:4][CH2:5][CH2:6][CH2:7]1. (3) Given the reactants [CH:1]([C:4]1[O:8][N:7]=[C:6]([N:9]2[CH2:14][CH2:13][NH:12][CH2:11][CH2:10]2)[N:5]=1)([CH3:3])[CH3:2].C1(C)C=CC=CC=1.C(=O)([O-])[O-].[K+].[K+].[Br:28][C:29]1[CH:30]=[N:31][C:32](Cl)=[C:33]([CH:36]=1)[C:34]#[N:35], predict the reaction product. The product is: [Br:28][C:29]1[CH:30]=[N:31][C:32]([N:12]2[CH2:13][CH2:14][N:9]([C:6]3[N:5]=[C:4]([CH:1]([CH3:3])[CH3:2])[O:8][N:7]=3)[CH2:10][CH2:11]2)=[C:33]([CH:36]=1)[C:34]#[N:35]. (4) Given the reactants [Br:1][C:2]1[CH:3]=[C:4]2[C:9](=[CH:10][CH:11]=1)[N:8]=[CH:7][N:6]1[C:12]3[CH:13]=[CH:14][CH:15]=[CH:16][C:17]=3[CH:18]=[C:5]21.[BH4-].[Na+], predict the reaction product. The product is: [Br:1][C:2]1[CH:3]=[C:4]2[C:9](=[CH:10][CH:11]=1)[NH:8][CH2:7][N:6]1[C:12]3[CH:13]=[CH:14][CH:15]=[CH:16][C:17]=3[CH:18]=[C:5]21. (5) Given the reactants F[C:2]1[CH:7]=[CH:6][C:5]([C:8]2[C:12]([C:13]([OH:15])=[O:14])=[CH:11][O:10][N:9]=2)=[CH:4][CH:3]=1.C1(C2C(C(OC)=O)=CON=2)C=CC=CC=1, predict the reaction product. The product is: [C:5]1([C:8]2[C:12]([C:13]([OH:15])=[O:14])=[CH:11][O:10][N:9]=2)[CH:4]=[CH:3][CH:2]=[CH:7][CH:6]=1. (6) Given the reactants [F:1][C:2]1([F:11])[CH2:5][C:4]([CH2:9][F:10])(C(O)=O)[CH2:3]1.C1C=CC(P(N=[N+]=[N-])(C2C=CC=CC=2)=O)=CC=1.[Cl:29][C:30]1[CH:31]=[C:32]([C:36]2[C:44]([C:45]([NH2:47])=[O:46])=[C:39]3[CH2:40][NH:41][CH2:42][CH2:43][N:38]3[N:37]=2)[CH:33]=[CH:34][CH:35]=1.C[N:49]([CH:51]=[O:52])C, predict the reaction product. The product is: [Cl:29][C:30]1[CH:31]=[C:32]([C:36]2[C:44]([C:45]([NH2:47])=[O:46])=[C:39]3[CH2:40][N:41]([C:51]([NH:49][C:4]4([CH2:9][F:10])[CH2:3][C:2]([F:1])([F:11])[CH2:5]4)=[O:52])[CH2:42][CH2:43][N:38]3[N:37]=2)[CH:33]=[CH:34][CH:35]=1.